From a dataset of NCI-60 drug combinations with 297,098 pairs across 59 cell lines. Regression. Given two drug SMILES strings and cell line genomic features, predict the synergy score measuring deviation from expected non-interaction effect. (1) Drug 1: COC1=C(C=C2C(=C1)N=CN=C2NC3=CC(=C(C=C3)F)Cl)OCCCN4CCOCC4. Drug 2: CC1=C(C(CCC1)(C)C)C=CC(=CC=CC(=CC(=O)O)C)C. Cell line: SK-OV-3. Synergy scores: CSS=40.2, Synergy_ZIP=-3.94, Synergy_Bliss=-6.66, Synergy_Loewe=-1.71, Synergy_HSA=-1.08. (2) Drug 1: CS(=O)(=O)OCCCCOS(=O)(=O)C. Drug 2: C1CN(P(=O)(OC1)NCCCl)CCCl. Cell line: UACC62. Synergy scores: CSS=14.7, Synergy_ZIP=-6.25, Synergy_Bliss=-4.29, Synergy_Loewe=-11.1, Synergy_HSA=-3.19. (3) Drug 1: CC12CCC(CC1=CCC3C2CCC4(C3CC=C4C5=CN=CC=C5)C)O. Drug 2: CC(CN1CC(=O)NC(=O)C1)N2CC(=O)NC(=O)C2. Cell line: IGROV1. Synergy scores: CSS=17.8, Synergy_ZIP=-2.02, Synergy_Bliss=1.17, Synergy_Loewe=2.53, Synergy_HSA=3.10. (4) Drug 1: CCC(=C(C1=CC=CC=C1)C2=CC=C(C=C2)OCCN(C)C)C3=CC=CC=C3.C(C(=O)O)C(CC(=O)O)(C(=O)O)O. Drug 2: C1C(C(OC1N2C=NC(=NC2=O)N)CO)O. Cell line: CAKI-1. Synergy scores: CSS=5.85, Synergy_ZIP=-0.432, Synergy_Bliss=5.31, Synergy_Loewe=-2.50, Synergy_HSA=-0.0610. (5) Drug 1: CC1C(C(CC(O1)OC2CC(CC3=C2C(=C4C(=C3O)C(=O)C5=C(C4=O)C(=CC=C5)OC)O)(C(=O)C)O)N)O.Cl. Drug 2: C1=C(C(=O)NC(=O)N1)N(CCCl)CCCl. Cell line: A549. Synergy scores: CSS=23.6, Synergy_ZIP=-1.76, Synergy_Bliss=-1.40, Synergy_Loewe=-9.95, Synergy_HSA=0.359. (6) Drug 1: CC1=C2C(C(=O)C3(C(CC4C(C3C(C(C2(C)C)(CC1OC(=O)C(C(C5=CC=CC=C5)NC(=O)OC(C)(C)C)O)O)OC(=O)C6=CC=CC=C6)(CO4)OC(=O)C)O)C)O. Drug 2: CC1=C(C(=CC=C1)Cl)NC(=O)C2=CN=C(S2)NC3=CC(=NC(=N3)C)N4CCN(CC4)CCO. Cell line: OVCAR-4. Synergy scores: CSS=3.62, Synergy_ZIP=-1.30, Synergy_Bliss=-0.657, Synergy_Loewe=0.524, Synergy_HSA=0.677. (7) Drug 1: CC1=C2C(C(=O)C3(C(CC4C(C3C(C(C2(C)C)(CC1OC(=O)C(C(C5=CC=CC=C5)NC(=O)OC(C)(C)C)O)O)OC(=O)C6=CC=CC=C6)(CO4)OC(=O)C)OC)C)OC. Drug 2: B(C(CC(C)C)NC(=O)C(CC1=CC=CC=C1)NC(=O)C2=NC=CN=C2)(O)O. Cell line: MDA-MB-231. Synergy scores: CSS=44.9, Synergy_ZIP=6.14, Synergy_Bliss=5.30, Synergy_Loewe=-0.0749, Synergy_HSA=7.18.